Dataset: CYP2D6 inhibition data for predicting drug metabolism from PubChem BioAssay. Task: Regression/Classification. Given a drug SMILES string, predict its absorption, distribution, metabolism, or excretion properties. Task type varies by dataset: regression for continuous measurements (e.g., permeability, clearance, half-life) or binary classification for categorical outcomes (e.g., BBB penetration, CYP inhibition). Dataset: cyp2d6_veith. (1) The compound is O=C(Nc1cccc(F)c1)Nc1ccccn1. The result is 0 (non-inhibitor). (2) The compound is O=C1c2ccccc2C(Cc2ccncc2)(Cc2ccncc2)c2ccccc21. The result is 0 (non-inhibitor).